This data is from Experimentally validated miRNA-target interactions with 360,000+ pairs, plus equal number of negative samples. The task is: Binary Classification. Given a miRNA mature sequence and a target amino acid sequence, predict their likelihood of interaction. (1) The miRNA is mmu-miR-143-5p with sequence GGUGCAGUGCUGCAUCUCUGG. The protein sequence of the target gene is MADGKAGDEKPEKSQRAGAAGGPEEEAEKPVKTKTVSSSNGGESSSRSAEKRSAEEEAADLPTKPTKISKFGFAIGSQTTKKASAISIKLGSSKPKETVPTLAPKTLSVAAAFNEDEDSEPEEMPPEAKMRMKNIGRDTPTSAGPNSFNKGKHGFSDNQKLWERNIKSHLGNVHDQDN. Result: 0 (no interaction). (2) The miRNA is mmu-miR-181c-3p with sequence ACCAUCGACCGUUGAGUGGACC. The protein sequence of the target gene is MNSIKNVPARVLSRRPGHSLEAEREQFDKTQAISISKAINTQEAPVKEKHARRIILGTHHEKGAFTFWSYAIGLPLPSSSILSWKFCHVLHKVLRDGHPNVLHDCQRYRSNIREIGDLWGHLHDRYGQLVNVYTKLLLTKISFHLKHPQFPAGLEVTDEVLEKAAGTDVNNIFQLTVEMFDYMDCELKLSESVFRQLNTAIAVSQMSSGQCRLAPLIQVIQDCSHLYHYTVKLLFKLHSCLPADTLQGHRDRFHEQFHSLRNFFRRASDMLYFKRLIQIPRLPEGPPNFLRASALAEHIK.... Result: 0 (no interaction). (3) The miRNA is mmu-miR-223-3p with sequence UGUCAGUUUGUCAAAUACCCCA. The protein sequence of the target gene is MGNAGSMDSQQTDFKAHNVPLKLPMPEPGELEERFAIVLNAMNLPPDKARLLRQYDNEKKWELICDQERFQVKNPPHTYIQKLKGYLDPAVTRKKFRRRVQESTQVLRELEISLRTNHIGWVREFLNEENKGLDVLVEYLSFAQYAVTFDFESVESTMESTVDKSKPWSRSIEDLHRGSNLPSPVGNSVSRSGRHSALRYNTLPSRRTLKNSRLVSKKDDVHVCIMCLRAIMNYQYGFNMVMSHPHAVNEIALSLNNKNPRTKALVLELLAAVCLVRGGHEIILSAFDNFKEVCGEKQRF.... Result: 1 (interaction). (4) The miRNA is hsa-miR-26a-5p with sequence UUCAAGUAAUCCAGGAUAGGCU. The protein sequence of the target gene is MEPGSDDFLPPPECPVFEPSWAEFRDPLGYIAKIRPIAEKSGICKIRPPADWQPPFAVEVDNFRFTPRIQRLNELEAQTRVKLNYLDQIAKFWEIQGSSLKIPNVERRILDLYSLSKIVVEEGGYEAICKDRRWARVAQRLNYPPGKNIGSLLRSHYERIVYPYEMYQSGANLVQCNTRPFDNEEKDKEYKPHSIPLRQSVQPSKFNSYGRRAKRLQPDPEPTEEDIEKNPELKKLQIYGAGPKMMGLGLMAKDKTLRKKDKEGPECPPTVVVKEELGGDVKVESTSPKTFLESKEELSH.... Result: 1 (interaction).